From a dataset of Catalyst prediction with 721,799 reactions and 888 catalyst types from USPTO. Predict which catalyst facilitates the given reaction. (1) Reactant: [CH3:1][O:2][C:3]([C:5]1[S:6][C:7]([C:11]2[CH:16]=[CH:15][CH:14]=[CH:13][CH:12]=2)=[CH:8][C:9]=1[NH2:10])=[O:4].[CH2:17]([O:19][C:20](=[O:32])[CH2:21][CH2:22][CH2:23][C:24]([CH:26]1[CH2:31][CH2:30][CH2:29][CH2:28][CH2:27]1)=O)[CH3:18].C1([SiH3])C=CC=CC=1.C([Sn](Cl)(Cl)CCCC)CCC. Product: [CH3:1][O:2][C:3]([C:5]1[S:6][C:7]([C:11]2[CH:16]=[CH:15][CH:14]=[CH:13][CH:12]=2)=[CH:8][C:9]=1[NH:10][CH:24]([CH:26]1[CH2:31][CH2:30][CH2:29][CH2:28][CH2:27]1)[CH2:23][CH2:22][CH2:21][C:20]([O:19][CH2:17][CH3:18])=[O:32])=[O:4]. The catalyst class is: 12. (2) Reactant: [Cl:1][C:2]1[CH:3]=[C:4]([CH:15]=[CH:16][C:17]=1[Cl:18])[O:5][C:6]1[CH:14]=[CH:13][C:9]([C:10](O)=[O:11])=[CH:8][CH:7]=1.C(Cl)(C([Cl:23])=O)=O. Product: [Cl:1][C:2]1[CH:3]=[C:4]([CH:15]=[CH:16][C:17]=1[Cl:18])[O:5][C:6]1[CH:14]=[CH:13][C:9]([C:10]([Cl:23])=[O:11])=[CH:8][CH:7]=1. The catalyst class is: 85. (3) Reactant: C([O-])([O-])=O.[Cs+].[Cs+].[Cl:7][C:8]1[CH:13]=[CH:12][C:11]([C:14]2[S:32][C:17]3[C:18](=[O:31])[N:19]([C:22]4[CH:27]=[CH:26][C:25]([OH:28])=[C:24]([O:29][CH3:30])[CH:23]=4)[CH:20]=[CH:21][C:16]=3[CH:15]=2)=[CH:10][CH:9]=1.[CH3:33][N:34]1[C:39](=[O:40])[CH2:38][O:37][CH2:36][C@H:35]1[CH2:41]OS(C1C=CC(C)=CC=1)(=O)=O.[OH-].[Na+]. Product: [Cl:7][C:8]1[CH:9]=[CH:10][C:11]([C:14]2[S:32][C:17]3[C:18](=[O:31])[N:19]([C:22]4[CH:27]=[CH:26][C:25]([O:28][CH2:41][C@@H:35]5[CH2:36][O:37][CH2:38][C:39](=[O:40])[N:34]5[CH3:33])=[C:24]([O:29][CH3:30])[CH:23]=4)[CH:20]=[CH:21][C:16]=3[CH:15]=2)=[CH:12][CH:13]=1. The catalyst class is: 23. (4) Reactant: [CH2:1]([O:8][C:9]1[CH:10]=[C:11]2[C:16](=[CH:17][CH:18]=1)[C:15](=[O:19])[N:14]([CH2:20][CH:21]([CH3:23])[CH3:22])[C:13]([CH2:24][NH:25]C(=O)OC(C)(C)C)=[C:12]2[C:33]1[S:34][CH:35]=[CH:36][CH:37]=1)[C:2]1[CH:7]=[CH:6][CH:5]=[CH:4][CH:3]=1.[ClH:38]. Product: [ClH:38].[NH2:25][CH2:24][C:13]1[N:14]([CH2:20][CH:21]([CH3:23])[CH3:22])[C:15](=[O:19])[C:16]2[C:11]([C:12]=1[C:33]1[S:34][CH:35]=[CH:36][CH:37]=1)=[CH:10][C:9]([O:8][CH2:1][C:2]1[CH:3]=[CH:4][CH:5]=[CH:6][CH:7]=1)=[CH:18][CH:17]=2. The catalyst class is: 13.